Dataset: Catalyst prediction with 721,799 reactions and 888 catalyst types from USPTO. Task: Predict which catalyst facilitates the given reaction. (1) Reactant: Br[C:2]1[CH:10]=[C:9]2[C:5]([C:6]([CH3:14])([CH3:13])[C:7](=[O:12])[N:8]2[CH3:11])=[CH:4][CH:3]=1.C([Sn](CCCC)(CCCC)[C:20]1[CH:25]=[CH:24][CH:23]=[CH:22][N:21]=1)CCC. Product: [CH3:11][N:8]1[C:9]2[C:5](=[CH:4][CH:3]=[C:2]([C:20]3[CH:25]=[CH:24][CH:23]=[CH:22][N:21]=3)[CH:10]=2)[C:6]([CH3:14])([CH3:13])[C:7]1=[O:12]. The catalyst class is: 540. (2) Reactant: FC(F)(F)S(OS(C(F)(F)F)(=O)=O)(=O)=O.[F:16][C:17]([C:21]1[CH:22]=[C:23]2[CH2:46][C@@:28]3([C:36]4[C:31](=[N:32][CH:33]=[CH:34][CH:35]=4)[N:30]([CH2:37][O:38][CH2:39][CH2:40][Si:41]([CH3:44])([CH3:43])[CH3:42])[C:29]3=[O:45])[CH2:27][C:24]2=[N:25][CH:26]=1)([F:20])[CH2:18]O.C(C1C=C(C)C=C(C(C)(C)C)N=1)(C)(C)C.Cl.[NH2:63][C@H:64]1[CH2:69][C@@H:68]([C:70]2[CH:75]=[CH:74][CH:73]=[CH:72][CH:71]=2)[C@@H:67]([CH3:76])[N:66]([CH2:77][C:78]([F:81])([F:80])[F:79])[C:65]1=[O:82].C(N(CC)C(C)C)(C)C. Product: [F:20][C:17]([C:21]1[CH:22]=[C:23]2[CH2:46][C@@:28]3([C:36]4[C:31](=[N:32][CH:33]=[CH:34][CH:35]=4)[N:30]([CH2:37][O:38][CH2:39][CH2:40][Si:41]([CH3:43])([CH3:42])[CH3:44])[C:29]3=[O:45])[CH2:27][C:24]2=[N:25][CH:26]=1)([F:16])[CH2:18][NH:63][C@H:64]1[CH2:69][C@@H:68]([C:70]2[CH:75]=[CH:74][CH:73]=[CH:72][CH:71]=2)[C@@H:67]([CH3:76])[N:66]([CH2:77][C:78]([F:79])([F:80])[F:81])[C:65]1=[O:82]. The catalyst class is: 91. (3) Reactant: [CH3:1][C:2]([O:5][C:6]([NH:8][CH:9]([CH2:13][C:14]([F:17])([F:16])[F:15])[C:10]([OH:12])=O)=[O:7])([CH3:4])[CH3:3].C(N1C=CN=C1)(N1C=CN=C1)=O.Cl.[CH3:31][NH:32][O:33][CH3:34].CCN(C(C)C)C(C)C. Product: [F:15][C:14]([F:17])([F:16])[CH2:13][CH:9]([NH:8][C:6](=[O:7])[O:5][C:2]([CH3:1])([CH3:3])[CH3:4])[C:10]([N:32]([CH3:31])[O:33][CH3:34])=[O:12]. The catalyst class is: 118. (4) Reactant: [C:1]([O:5][C:6]([NH:8][C:9]1[S:10][CH:11]=[C:12]([C:14](OCC)=[O:15])[N:13]=1)=[O:7])([CH3:4])([CH3:3])[CH3:2].COCCO[AlH2-]OCCOC.[Na+]. Product: [C:1]([O:5][C:6]([NH:8][C:9]1[S:10][CH:11]=[C:12]([CH2:14][OH:15])[N:13]=1)=[O:7])([CH3:4])([CH3:2])[CH3:3]. The catalyst class is: 182. (5) Reactant: O.C(OC([N:9]1[CH2:14][CH2:13][N:12]([C:15]2[C:43]([F:44])=[CH:42][C:18]3[N:19]=[C:20]([C:22]4[C:26]([NH:27][C:28]([N:30]5[CH2:35][CH2:34][CH2:33][CH2:32][CH2:31]5)=[O:29])=[CH:25][N:24](C5CCCCO5)[N:23]=4)[NH:21][C:17]=3[CH:16]=2)[CH2:11][CH2:10]1)=O)(C)(C)C. Product: [F:44][C:43]1[C:15]([N:12]2[CH2:13][CH2:14][NH:9][CH2:10][CH2:11]2)=[CH:16][C:17]2[NH:21][C:20]([C:22]3[C:26]([NH:27][C:28]([N:30]4[CH2:35][CH2:34][CH2:33][CH2:32][CH2:31]4)=[O:29])=[CH:25][NH:24][N:23]=3)=[N:19][C:18]=2[CH:42]=1. The catalyst class is: 55.